Dataset: Full USPTO retrosynthesis dataset with 1.9M reactions from patents (1976-2016). Task: Predict the reactants needed to synthesize the given product. (1) Given the product [CH2:11]([C:13]1[C:14]([CH2:28][NH:2][OH:3])=[N:15][N:16]([C:22]2[CH:27]=[CH:26][CH:25]=[CH:24][CH:23]=2)[C:17]=1[CH2:18][CH:19]([CH3:21])[CH3:20])[CH3:12], predict the reactants needed to synthesize it. The reactants are: Cl.[NH2:2][OH:3].C(N(CC)CC)C.[CH2:11]([C:13]1[C:14]([CH:28]=O)=[N:15][N:16]([C:22]2[CH:27]=[CH:26][CH:25]=[CH:24][CH:23]=2)[C:17]=1[CH2:18][CH:19]([CH3:21])[CH3:20])[CH3:12].O. (2) Given the product [O:42]1[C:41]2[CH:40]=[CH:39][C:24]([CH2:23][NH:20][C:15]([C:4]3[C:3]4[C:7](=[CH:8][CH:9]=[CH:10][C:2]=4[Cl:1])[N:6]([CH2:11][CH2:12][O:13][CH3:14])[CH:5]=3)=[O:17])=[CH:35][C:36]=2[O:34][CH2:43]1, predict the reactants needed to synthesize it. The reactants are: [Cl:1][C:2]1[CH:10]=[CH:9][CH:8]=[C:7]2[C:3]=1[C:4]([C:15]([OH:17])=O)=[CH:5][N:6]2[CH2:11][CH2:12][O:13][CH3:14].CC[N:20]([CH2:23][CH3:24])CC.N1([OH:34])C2C=CC=CC=2N=N1.[CH2:35](Cl)[CH2:36]Cl.[CH2:39]1[CH2:43][O:42][CH2:41][CH2:40]1. (3) The reactants are: [NH2:1][C:2]1[CH:10]=[C:9]([O:11][CH3:12])[C:8]([O:13][CH2:14][C:15]2[CH:20]=[CH:19][CH:18]=[CH:17][CH:16]=2)=[CH:7][C:3]=1[C:4]([NH2:6])=O.[CH2:21]([O:23]C(OCC)OCC)C. Given the product [CH3:12][O:11][C:9]1[CH:10]=[C:2]2[C:3]([CH:4]=[N:6][C:21](=[O:23])[NH:1]2)=[CH:7][C:8]=1[O:13][CH2:14][C:15]1[CH:20]=[CH:19][CH:18]=[CH:17][CH:16]=1, predict the reactants needed to synthesize it. (4) Given the product [OH:51][CH2:50][C@@H:49]([NH:48][C:21]([C:10]1[CH:11]=[C:12]([C:14]2[CH:15]=[CH:16][C:17]([CH3:20])=[CH:18][CH:19]=2)[CH:13]=[C:8]([C:6]([N:5]([CH2:1][CH:2]([CH3:4])[CH3:3])[CH3:24])=[O:7])[CH:9]=1)=[O:23])[C:52]1[CH:53]=[N:54][C:55]([O:58][CH3:59])=[CH:56][CH:57]=1, predict the reactants needed to synthesize it. The reactants are: [CH2:1]([N:5]([CH3:24])[C:6]([C:8]1[CH:9]=[C:10]([C:21]([OH:23])=O)[CH:11]=[C:12]([C:14]2[CH:19]=[CH:18][C:17]([CH3:20])=[CH:16][CH:15]=2)[CH:13]=1)=[O:7])[CH:2]([CH3:4])[CH3:3].Cl.CN(C)CCCN=C=NCC.O.ON1C2C=CC=CC=2N=N1.[NH2:48][C@@H:49]([C:52]1[CH:53]=[N:54][C:55]([O:58][CH3:59])=[CH:56][CH:57]=1)[CH2:50][OH:51].C(N(CC)C(C)C)(C)C. (5) Given the product [CH2:1]([C:3]1[S:7][C:6]([C:8]2[CH:13]=[CH:12][C:11]([C:14]([F:15])([F:16])[F:17])=[CH:10][CH:9]=2)=[N:5][C:4]=1[CH2:18][CH2:19][O:20][C:21]1[CH:22]=[C:23]2[C:27](=[CH:28][CH:29]=1)[N:26]([CH2:30][C:31]([NH:38][S:35]([CH3:34])(=[O:37])=[O:36])=[O:33])[CH:25]=[CH:24]2)[CH3:2], predict the reactants needed to synthesize it. The reactants are: [CH2:1]([C:3]1[S:7][C:6]([C:8]2[CH:13]=[CH:12][C:11]([C:14]([F:17])([F:16])[F:15])=[CH:10][CH:9]=2)=[N:5][C:4]=1[CH2:18][CH2:19][O:20][C:21]1[CH:22]=[C:23]2[C:27](=[CH:28][CH:29]=1)[N:26]([CH2:30][C:31]([OH:33])=O)[CH:25]=[CH:24]2)[CH3:2].[CH3:34][S:35]([NH2:38])(=[O:37])=[O:36].C(N(CC)C(C)C)(C)C.Cl.CN(C)CCCN=C=NCC.